The task is: Regression. Given two drug SMILES strings and cell line genomic features, predict the synergy score measuring deviation from expected non-interaction effect.. This data is from NCI-60 drug combinations with 297,098 pairs across 59 cell lines. (1) Drug 1: CC1=C2C(C(=O)C3(C(CC4C(C3C(C(C2(C)C)(CC1OC(=O)C(C(C5=CC=CC=C5)NC(=O)OC(C)(C)C)O)O)OC(=O)C6=CC=CC=C6)(CO4)OC(=O)C)OC)C)OC. Drug 2: CC1CCCC2(C(O2)CC(NC(=O)CC(C(C(=O)C(C1O)C)(C)C)O)C(=CC3=CSC(=N3)C)C)C. Cell line: LOX IMVI. Synergy scores: CSS=50.5, Synergy_ZIP=6.34, Synergy_Bliss=5.12, Synergy_Loewe=2.35, Synergy_HSA=6.28. (2) Drug 1: CCN(CC)CCNC(=O)C1=C(NC(=C1C)C=C2C3=C(C=CC(=C3)F)NC2=O)C. Drug 2: CCC1(CC2CC(C3=C(CCN(C2)C1)C4=CC=CC=C4N3)(C5=C(C=C6C(=C5)C78CCN9C7C(C=CC9)(C(C(C8N6C)(C(=O)OC)O)OC(=O)C)CC)OC)C(=O)OC)O.OS(=O)(=O)O. Cell line: SN12C. Synergy scores: CSS=-4.52, Synergy_ZIP=-0.604, Synergy_Bliss=-5.12, Synergy_Loewe=-7.88, Synergy_HSA=-7.30.